Dataset: Catalyst prediction with 721,799 reactions and 888 catalyst types from USPTO. Task: Predict which catalyst facilitates the given reaction. Reactant: [OH:1][C:2]1[CH:11]=[C:10]2[C:5]([C:6](=[O:21])[C:7]([C:12]3[CH:17]=[CH:16][C:15]([N+:18]([O-:20])=[O:19])=[CH:14][CH:13]=3)=[CH:8][O:9]2)=[CH:4][CH:3]=1.N1C=CC=CC=1.[S:28](O[S:28]([C:31]([F:34])([F:33])[F:32])(=[O:30])=[O:29])([C:31]([F:34])([F:33])[F:32])(=[O:30])=[O:29]. Product: [F:32][C:31]([F:34])([F:33])[S:28]([O:1][C:2]1[CH:11]=[C:10]2[C:5]([C:6](=[O:21])[C:7]([C:12]3[CH:13]=[CH:14][C:15]([N+:18]([O-:20])=[O:19])=[CH:16][CH:17]=3)=[CH:8][O:9]2)=[CH:4][CH:3]=1)(=[O:30])=[O:29]. The catalyst class is: 4.